Dataset: TCR-epitope binding with 47,182 pairs between 192 epitopes and 23,139 TCRs. Task: Binary Classification. Given a T-cell receptor sequence (or CDR3 region) and an epitope sequence, predict whether binding occurs between them. (1) The epitope is LLSAGIFGA. The TCR CDR3 sequence is CASSQDTGGNTEAFF. Result: 0 (the TCR does not bind to the epitope). (2) The epitope is FVDGVPFVV. The TCR CDR3 sequence is CASSLRLGSGVSSYNEQFF. Result: 1 (the TCR binds to the epitope).